This data is from Full USPTO retrosynthesis dataset with 1.9M reactions from patents (1976-2016). The task is: Predict the reactants needed to synthesize the given product. (1) Given the product [F:22][C:23]1[CH:24]=[C:25]2[C:29](=[CH:30][CH:31]=1)[NH:28][C:27]([CH:14]([C:15]1[CH:20]=[CH:19][CH:18]=[CH:17][CH:16]=1)[C:3]1[C:4](=[O:13])[CH2:5][CH:6]([C:7]3[CH:12]=[CH:11][CH:10]=[CH:9][CH:8]=3)[C:2]=1[OH:1])=[C:26]2[CH3:32], predict the reactants needed to synthesize it. The reactants are: [OH:1][C:2]1[CH:6]([C:7]2[CH:12]=[CH:11][CH:10]=[CH:9][CH:8]=2)[CH2:5][C:4](=[O:13])[CH:3]=1.[CH:14](=O)[C:15]1[CH:20]=[CH:19][CH:18]=[CH:17][CH:16]=1.[F:22][C:23]1[CH:24]=[C:25]2[C:29](=[CH:30][CH:31]=1)[NH:28][CH:27]=[C:26]2[CH3:32]. (2) Given the product [NH2:1][C:2]1[C:7]2=[C:8]([C:16]3[CH:17]=[CH:18][C:19]([NH:22][C:24]4[NH:28][C:27]5[CH:29]=[CH:30][CH:31]=[CH:32][C:26]=5[N:25]=4)=[CH:20][CH:21]=3)[C:9]([C:11]([O:13][CH2:14][CH3:15])=[O:12])=[CH:10][N:6]2[N:5]=[CH:4][N:3]=1, predict the reactants needed to synthesize it. The reactants are: [NH2:1][C:2]1[C:7]2=[C:8]([C:16]3[CH:21]=[CH:20][C:19]([NH2:22])=[CH:18][CH:17]=3)[C:9]([C:11]([O:13][CH2:14][CH3:15])=[O:12])=[CH:10][N:6]2[N:5]=[CH:4][N:3]=1.Cl[C:24]1[NH:25][C:26]2[CH:32]=[CH:31][CH:30]=[CH:29][C:27]=2[N:28]=1.Cl.